Dataset: Full USPTO retrosynthesis dataset with 1.9M reactions from patents (1976-2016). Task: Predict the reactants needed to synthesize the given product. (1) Given the product [Cl:3][C:4]1[CH:9]=[CH:8][C:7]([NH:10][C:11]2[N:20]=[CH:19][CH:18]=[CH:17][C:12]=2[C:13]([OH:15])=[O:14])=[CH:6][C:5]=1[O:21][CH3:22], predict the reactants needed to synthesize it. The reactants are: [OH-].[Li+].[Cl:3][C:4]1[CH:9]=[CH:8][C:7]([NH:10][C:11]2[N:20]=[CH:19][CH:18]=[CH:17][C:12]=2[C:13]([O:15]C)=[O:14])=[CH:6][C:5]=1[O:21][CH3:22]. (2) The reactants are: [CH:1]1([N:7]2[CH2:11][CH2:10][CH:9]([CH2:12][C:13]3[C:14]([Cl:27])=[C:15]([C:20]4[CH:25]=[CH:24][C:23]([OH:26])=[CH:22][CH:21]=4)[CH:16]=[CH:17][C:18]=3[Cl:19])[C:8]2=[O:28])[CH2:6][CH2:5][CH2:4][CH2:3][CH2:2]1.[I-].[Na+].C(=O)([O-])[O-].[Cs+].[Cs+].Br[CH2:38][CH2:39][CH2:40][C:41]([O:43]C(C)(C)C)=[O:42]. Given the product [Cl:27][C:14]1[C:13]([CH2:12][CH:9]2[CH2:10][CH2:11][N:7]([CH:1]3[CH2:6][CH2:5][CH2:4][CH2:3][CH2:2]3)[C:8]2=[O:28])=[C:18]([Cl:19])[CH:17]=[CH:16][C:15]=1[C:20]1[CH:25]=[CH:24][C:23]([O:26][CH2:38][CH2:39][CH2:40][C:41]([OH:43])=[O:42])=[CH:22][CH:21]=1, predict the reactants needed to synthesize it. (3) The reactants are: [CH:1]1([N:4]2[C:13](=[O:14])[C:12]3[C:7](=[CH:8][CH:9]=[C:10]([N+:15]([O-])=O)[CH:11]=3)[N:6]([CH2:18][CH3:19])[C:5]2=[O:20])[CH2:3][CH2:2]1.[H][H]. Given the product [NH2:15][C:10]1[CH:11]=[C:12]2[C:7](=[CH:8][CH:9]=1)[N:6]([CH2:18][CH3:19])[C:5](=[O:20])[N:4]([CH:1]1[CH2:2][CH2:3]1)[C:13]2=[O:14], predict the reactants needed to synthesize it. (4) The reactants are: O1C2CCCC([NH2:10])C=2C=C1.[CH3:11][O:12][C:13]1[CH:22]=[C:21]2[C:16]([CH2:17][CH2:18][CH2:19][C:20]2=O)=[CH:15][CH:14]=1. Given the product [CH3:11][O:12][C:13]1[CH:22]=[C:21]2[C:16]([CH2:17][CH2:18][CH2:19][CH:20]2[NH2:10])=[CH:15][CH:14]=1, predict the reactants needed to synthesize it. (5) Given the product [Br:22][CH:23]([CH2:27][CH2:28][CH2:29][CH3:30])[C:24]([NH:1][C:2]1[CH:7]=[C:6]([CH3:8])[CH:5]=[C:4]([CH3:9])[C:3]=1[OH:10])=[O:25], predict the reactants needed to synthesize it. The reactants are: [NH2:1][C:2]1[CH:7]=[C:6]([CH3:8])[CH:5]=[C:4]([CH3:9])[C:3]=1[OH:10].C(OCC)(=O)C.C(=O)([O-])O.[Na+].[Br:22][CH:23]([CH2:27][CH2:28][CH2:29][CH3:30])[C:24](Br)=[O:25]. (6) Given the product [CH2:27]([C:29]1[S:33][C:32]([CH2:34][N:5]2[CH2:6][CH2:7][N:2]([C:8]3[C:9]([C:10]([O:12][CH:13]([CH3:15])[CH3:14])=[O:11])=[CH:16][CH:17]=[CH:18][N:19]=3)[CH2:3][CH2:4]2)=[CH:31][CH:30]=1)[CH3:28], predict the reactants needed to synthesize it. The reactants are: Cl.[N:2]1([C:8]2[N:19]=[CH:18][CH:17]=[CH:16][C:9]=2[C:10]([O:12][CH:13]([CH3:15])[CH3:14])=[O:11])[CH2:7][CH2:6][NH:5][CH2:4][CH2:3]1.CCN(CC)CC.[CH2:27]([C:29]1[S:33][C:32]([CH:34]=O)=[CH:31][CH:30]=1)[CH3:28].CC(O)=O.[BH-](OC(C)=O)(OC(C)=O)OC(C)=O.[Na+]. (7) Given the product [F:27][C:28]1[CH:29]=[C:30]([C:35]2[CH:40]=[CH:39][C:38]([C:2]3[C:11]4[C:6](=[CH:7][C:8]([S:12]([O:15][C:16]5[C:21]([F:22])=[C:20]([F:23])[C:19]([F:24])=[C:18]([F:25])[C:17]=5[F:26])(=[O:14])=[O:13])=[CH:9][CH:10]=4)[CH:5]=[CH:4][N:3]=3)=[C:37]([O:44][CH3:45])[CH:36]=2)[CH:31]=[C:32]([F:34])[CH:33]=1, predict the reactants needed to synthesize it. The reactants are: Cl[C:2]1[C:11]2[C:6](=[CH:7][C:8]([S:12]([O:15][C:16]3[C:21]([F:22])=[C:20]([F:23])[C:19]([F:24])=[C:18]([F:25])[C:17]=3[F:26])(=[O:14])=[O:13])=[CH:9][CH:10]=2)[CH:5]=[CH:4][N:3]=1.[F:27][C:28]1[CH:29]=[C:30]([C:35]2[CH:40]=[CH:39][C:38](B(O)O)=[C:37]([O:44][CH3:45])[CH:36]=2)[CH:31]=[C:32]([F:34])[CH:33]=1.C(=O)([O-])[O-].[K+].[K+]. (8) Given the product [C:1]([O:5][C:6]([N:8]1[CH2:12][C@H:11]([O:13][CH2:24][CH3:25])[C@@H:10]([NH:14][C:15]([C:17]2[S:18][C:19]([Cl:22])=[CH:20][CH:21]=2)=[O:16])[CH2:9]1)=[O:7])([CH3:4])([CH3:2])[CH3:3], predict the reactants needed to synthesize it. The reactants are: [C:1]([O:5][C:6]([N:8]1[CH2:12][C@H:11]([OH:13])[C@@H:10]([NH:14][C:15]([C:17]2[S:18][C:19]([Cl:22])=[CH:20][CH:21]=2)=[O:16])[CH2:9]1)=[O:7])([CH3:4])([CH3:3])[CH3:2].I[CH2:24][CH3:25]. (9) Given the product [ClH:3].[ClH:24].[Cl:3][C:4]1[CH:16]=[CH:15][C:7]([CH2:8][N:9]2[CH2:14][CH2:13][N:12]([CH2:25][C:26]([C:28]3[CH:33]=[CH:32][CH:31]=[CH:30][CH:29]=3)=[O:27])[CH2:11][CH2:10]2)=[CH:6][CH:5]=1, predict the reactants needed to synthesize it. The reactants are: Cl.Cl.[Cl:3][C:4]1[CH:16]=[CH:15][C:7]([CH2:8][N:9]2[CH2:14][CH2:13][NH:12][CH2:11][CH2:10]2)=[CH:6][CH:5]=1.C(N(CC)CC)C.[Cl:24][CH2:25][C:26]([C:28]1[CH:33]=[CH:32][CH:31]=[CH:30][CH:29]=1)=[O:27]. (10) Given the product [C:30]([CH2:29][N:8]([CH2:7][C:6]1[CH:13]=[CH:14][C:15]([N:16]([CH3:27])[C:17]2[N:22]=[CH:21][C:20]3[N:23]=[CH:24][N:25]([CH3:26])[C:19]=3[CH:18]=2)=[C:4]([F:3])[CH:5]=1)[S:9]([CH3:12])(=[O:10])=[O:11])#[N:31], predict the reactants needed to synthesize it. The reactants are: [H-].[Na+].[F:3][C:4]1[CH:5]=[C:6]([CH:13]=[CH:14][C:15]=1[N:16]([CH3:27])[C:17]1[N:22]=[CH:21][C:20]2[N:23]=[CH:24][N:25]([CH3:26])[C:19]=2[CH:18]=1)[CH2:7][NH:8][S:9]([CH3:12])(=[O:11])=[O:10].Br[CH2:29][C:30]#[N:31].